From a dataset of NCI-60 drug combinations with 297,098 pairs across 59 cell lines. Regression. Given two drug SMILES strings and cell line genomic features, predict the synergy score measuring deviation from expected non-interaction effect. (1) Drug 1: CC1=C(C=C(C=C1)NC2=NC=CC(=N2)N(C)C3=CC4=NN(C(=C4C=C3)C)C)S(=O)(=O)N.Cl. Drug 2: C1=NNC2=C1C(=O)NC=N2. Cell line: OVCAR-8. Synergy scores: CSS=0.914, Synergy_ZIP=-0.315, Synergy_Bliss=-1.86, Synergy_Loewe=-2.72, Synergy_HSA=-2.30. (2) Drug 1: CC1C(C(=O)NC(C(=O)N2CCCC2C(=O)N(CC(=O)N(C(C(=O)O1)C(C)C)C)C)C(C)C)NC(=O)C3=C4C(=C(C=C3)C)OC5=C(C(=O)C(=C(C5=N4)C(=O)NC6C(OC(=O)C(N(C(=O)CN(C(=O)C7CCCN7C(=O)C(NC6=O)C(C)C)C)C)C(C)C)C)N)C. Drug 2: COCCOC1=C(C=C2C(=C1)C(=NC=N2)NC3=CC=CC(=C3)C#C)OCCOC.Cl. Cell line: UACC-257. Synergy scores: CSS=4.23, Synergy_ZIP=-1.76, Synergy_Bliss=-2.36, Synergy_Loewe=-8.30, Synergy_HSA=-2.24. (3) Drug 1: CC1=C(C(=CC=C1)Cl)NC(=O)C2=CN=C(S2)NC3=CC(=NC(=N3)C)N4CCN(CC4)CCO. Drug 2: C1C(C(OC1N2C=NC3=C2NC=NCC3O)CO)O. Cell line: U251. Synergy scores: CSS=-5.77, Synergy_ZIP=3.06, Synergy_Bliss=4.02, Synergy_Loewe=-3.42, Synergy_HSA=-2.58.